This data is from Full USPTO retrosynthesis dataset with 1.9M reactions from patents (1976-2016). The task is: Predict the reactants needed to synthesize the given product. (1) Given the product [NH2:18][C:17]1[C:8]2[C:7](=[CH:12][C:11]([O:13][CH3:14])=[C:10]([O:15][CH3:16])[CH:9]=2)[NH:6][C:5]=1[C:4]([O:3][CH2:1][CH3:2])=[O:19], predict the reactants needed to synthesize it. The reactants are: [CH2:1]([O:3][C:4](=[O:19])[CH2:5][NH:6][C:7]1[CH:12]=[C:11]([O:13][CH3:14])[C:10]([O:15][CH3:16])=[CH:9][C:8]=1[C:17]#[N:18])[CH3:2].NC1C=C(OC)C(OC)=CC=1C#N.C(=O)(O)[O-].[Na+].BrCC(OCC)=O. (2) Given the product [F:18][C:19]1[CH:20]=[C:21]([C:2]2[C:10]3[N:9]4[CH2:11][CH2:12][NH:13][C:14](=[O:15])[C:8]4=[CH:7][C:6]=3[CH:5]=[C:4]([C:16]#[N:17])[CH:3]=2)[CH:22]=[CH:23][C:24]=1[F:25], predict the reactants needed to synthesize it. The reactants are: Br[C:2]1[C:10]2[N:9]3[CH2:11][CH2:12][NH:13][C:14](=[O:15])[C:8]3=[CH:7][C:6]=2[CH:5]=[C:4]([C:16]#[N:17])[CH:3]=1.[F:18][C:19]1[CH:20]=[C:21](B(O)O)[CH:22]=[CH:23][C:24]=1[F:25]. (3) Given the product [Cl:1][CH2:2][C:3]([NH:5][C:6]1[C:15]2[C:10](=[CH:11][CH:12]=[C:13]([O:16][Si:21]([C:17]([CH3:20])([CH3:19])[CH3:18])([C:29]3[CH:30]=[CH:31][CH:32]=[CH:33][CH:34]=3)[C:23]3[CH:28]=[CH:27][CH:26]=[CH:25][CH:24]=3)[CH:14]=2)[CH:9]=[CH:8][CH:7]=1)=[O:4], predict the reactants needed to synthesize it. The reactants are: [Cl:1][CH2:2][C:3]([NH:5][C:6]1[C:15]2[C:10](=[CH:11][CH:12]=[C:13]([OH:16])[CH:14]=2)[CH:9]=[CH:8][CH:7]=1)=[O:4].[C:17]([Si:21]([C:29]1[CH:34]=[CH:33][CH:32]=[CH:31][CH:30]=1)([C:23]1[CH:28]=[CH:27][CH:26]=[CH:25][CH:24]=1)Cl)([CH3:20])([CH3:19])[CH3:18].N1C=CN=C1.CCOC(C)=O.